This data is from Forward reaction prediction with 1.9M reactions from USPTO patents (1976-2016). The task is: Predict the product of the given reaction. Given the reactants [NH2:1][C:2]1[CH:7]=[CH:6][C:5]([Cl:8])=[CH:4][C:3]=1[C:9]([C:11]1[CH:16]=[CH:15][C:14]([F:17])=[CH:13][CH:12]=1)=[O:10].[C:18]([C:22]1[CH:27]=[CH:26][C:25]([S:28](Cl)(=[O:30])=[O:29])=[CH:24][CH:23]=1)([CH3:21])([CH3:20])[CH3:19], predict the reaction product. The product is: [C:18]([C:22]1[CH:27]=[CH:26][C:25]([S:28]([NH:1][C:2]2[CH:7]=[CH:6][C:5]([Cl:8])=[CH:4][C:3]=2[C:9](=[O:10])[C:11]2[CH:16]=[CH:15][C:14]([F:17])=[CH:13][CH:12]=2)(=[O:30])=[O:29])=[CH:24][CH:23]=1)([CH3:21])([CH3:19])[CH3:20].